From a dataset of Forward reaction prediction with 1.9M reactions from USPTO patents (1976-2016). Predict the product of the given reaction. (1) Given the reactants [Br:1][C:2]1[CH:10]=[C:9]2[C:5]([C:6]([CH2:11]N(C)C)=[CH:7][NH:8]2)=[CH:4][CH:3]=1.[C-]#N.[Na+].[CH3:18][N:19](C=O)C.Cl, predict the reaction product. The product is: [Br:1][C:2]1[CH:10]=[C:9]2[C:5]([C:6]([CH2:11][C:18]#[N:19])=[CH:7][NH:8]2)=[CH:4][CH:3]=1. (2) Given the reactants [CH:1]1([C:4]2[CH:5]=[C:6]([C@@H:16]([CH2:35][CH:36]3[CH2:41][CH2:40][O:39][CH2:38][CH2:37]3)[C:17]([NH:19][C:20]3[CH:25]=[N:24][C:23]([CH2:26][CH2:27][O:28]C4CCCCO4)=[CH:22][N:21]=3)=[O:18])[CH:7]=[CH:8][C:9]=2[S:10]([CH:13]2[CH2:15][CH2:14]2)(=[O:12])=[O:11])[CH2:3][CH2:2]1.Cl.O, predict the reaction product. The product is: [CH:1]1([C:4]2[CH:5]=[C:6]([C@@H:16]([CH2:35][CH:36]3[CH2:41][CH2:40][O:39][CH2:38][CH2:37]3)[C:17]([NH:19][C:20]3[CH:25]=[N:24][C:23]([CH2:26][CH2:27][OH:28])=[CH:22][N:21]=3)=[O:18])[CH:7]=[CH:8][C:9]=2[S:10]([CH:13]2[CH2:14][CH2:15]2)(=[O:11])=[O:12])[CH2:3][CH2:2]1. (3) Given the reactants BrC1C=CC=CC=1[N:8]1[C:20]2[CH:19]=[CH:18][CH:17]=[CH:16][C:15]=2[C:14]2[C:9]1=[CH:10][CH:11]=[CH:12][CH:13]=2.[CH2:21]([Li])[CH2:22][CH2:23][CH3:24].[Br:26][C:27]1[CH:40]=[CH:39][C:30]([C:31]([C:33]2[CH:38]=[CH:37][CH:36]=[CH:35][CH:34]=2)=O)=[CH:29][CH:28]=1.O1CC[CH2:43][CH2:42]1, predict the reaction product. The product is: [Br:26][C:27]1[CH:40]=[CH:39][C:30]([C:31]2([C:21]3[CH:43]=[CH:42][CH:24]=[CH:23][CH:22]=3)[C:10]3[C:9]4=[C:14]([C:15]5[CH:16]=[CH:17][CH:18]=[CH:19][C:20]=5[N:8]4[C:34]4[CH:35]=[CH:36][CH:37]=[CH:38][C:33]2=4)[CH:13]=[CH:12][CH:11]=3)=[CH:29][CH:28]=1. (4) Given the reactants [Cl:1][CH2:2][CH2:3][CH2:4][S:5](Cl)(=[O:7])=[O:6].[Br:9][C:10]1[CH:16]=[CH:15][C:13]([NH2:14])=[C:12]([F:17])[CH:11]=1.N1C=CC=CC=1, predict the reaction product. The product is: [Br:9][C:10]1[CH:16]=[CH:15][C:13]([NH:14][S:5]([CH2:4][CH2:3][CH2:2][Cl:1])(=[O:7])=[O:6])=[C:12]([F:17])[CH:11]=1. (5) The product is: [CH2:1]([C:8]1[CH:9]=[N:10][C:11]([N:14]2[C@H:15]3[CH2:21][CH2:20][C@@H:19]2[CH2:18][N:17]([C:22]2[C:31]4[C:26](=[CH:27][C:28]([O:33][CH3:34])=[C:29]([O:32][CH2:40][CH:41]5[O:46][CH2:45][CH2:44][N:43]([C:47]([O:49][C:50]([CH3:51])([CH3:53])[CH3:52])=[O:48])[CH2:42]5)[CH:30]=4)[N:25]=[CH:24][N:23]=2)[CH2:16]3)=[N:12][CH:13]=1)[C:2]1[CH:3]=[CH:4][CH:5]=[CH:6][CH:7]=1. Given the reactants [CH2:1]([C:8]1[CH:9]=[N:10][C:11]([N:14]2[C@H:19]3[CH2:20][CH2:21][C@@H:15]2[CH2:16][N:17]([C:22]2[C:31]4[C:26](=[CH:27][C:28]([O:33][CH3:34])=[C:29]([OH:32])[CH:30]=4)[N:25]=[CH:24][N:23]=2)[CH2:18]3)=[N:12][CH:13]=1)[C:2]1[CH:7]=[CH:6][CH:5]=[CH:4][CH:3]=1.CS(O[CH2:40][CH:41]1[O:46][CH2:45][CH2:44][N:43]([C:47]([O:49][C:50]([CH3:53])([CH3:52])[CH3:51])=[O:48])[CH2:42]1)(=O)=O.C(=O)([O-])[O-].[Cs+].[Cs+].O, predict the reaction product. (6) Given the reactants [CH2:1]([O:5][C:6]1[CH:7]=[C:8]([CH:21]=[C:22]([O:24][CH:25]([CH3:27])[CH3:26])[CH:23]=1)[C:9]([NH:11][C:12]1[CH:17]=[CH:16][C:15]([N+:18]([O-])=O)=[CH:14][N:13]=1)=[O:10])[CH:2]([CH3:4])[CH3:3].Cl, predict the reaction product. The product is: [NH2:18][C:15]1[CH:14]=[N:13][C:12]([NH:11][C:9](=[O:10])[C:8]2[CH:21]=[C:22]([O:24][CH:25]([CH3:26])[CH3:27])[CH:23]=[C:6]([O:5][CH2:1][CH:2]([CH3:4])[CH3:3])[CH:7]=2)=[CH:17][CH:16]=1. (7) Given the reactants [H-].[Na+].C1COCC1.[F:8][C:9]([F:13])([F:12])[CH2:10][OH:11].Cl[C:15]1[N:16]=[C:17]([S:25][CH3:26])[C:18]2[CH:23]=[C:22]([CH3:24])[S:21][C:19]=2[N:20]=1, predict the reaction product. The product is: [CH3:24][C:22]1[S:21][C:19]2[N:20]=[C:15]([O:11][CH2:10][C:9]([F:13])([F:12])[F:8])[N:16]=[C:17]([S:25][CH3:26])[C:18]=2[CH:23]=1.